This data is from Full USPTO retrosynthesis dataset with 1.9M reactions from patents (1976-2016). The task is: Predict the reactants needed to synthesize the given product. (1) Given the product [Cl:1][C:2]1[C:3]([C:24]2[CH:25]=[C:26]3[N:32]([CH2:33][C:34]4[CH:39]=[CH:38][CH:37]=[C:36]([F:40])[CH:35]=4)[CH:31]=[N:30][C:27]3=[N:28][CH:29]=2)=[CH:4][C:5]([NH:8][C:9]([CH:11]2[CH2:16][CH2:15][CH2:14][NH:13][CH2:12]2)=[O:10])=[N:6][CH:7]=1, predict the reactants needed to synthesize it. The reactants are: [Cl:1][C:2]1[C:3]([C:24]2[CH:25]=[C:26]3[N:32]([CH2:33][C:34]4[CH:39]=[CH:38][CH:37]=[C:36]([F:40])[CH:35]=4)[CH:31]=[N:30][C:27]3=[N:28][CH:29]=2)=[CH:4][C:5]([NH:8][C:9]([CH:11]2[CH2:16][CH2:15][CH2:14][N:13](C(OC(C)(C)C)=O)[CH2:12]2)=[O:10])=[N:6][CH:7]=1.FC(F)(F)C(O)=O. (2) Given the product [NH2:1][C:2]1[C:7]2=[C:8]([C:14]3[CH:15]=[CH:16][C:17]([N+:20]([O-:22])=[O:21])=[CH:18][CH:19]=3)[C:9]([C:11]([NH:27][CH2:26][C:25]([F:29])([F:28])[F:24])=[O:12])=[CH:10][N:6]2[N:5]=[CH:4][N:3]=1, predict the reactants needed to synthesize it. The reactants are: [NH2:1][C:2]1[C:7]2=[C:8]([C:14]3[CH:19]=[CH:18][C:17]([N+:20]([O-:22])=[O:21])=[CH:16][CH:15]=3)[C:9]([C:11](O)=[O:12])=[CH:10][N:6]2[N:5]=[CH:4][N:3]=1.Cl.[F:24][C:25]([F:29])([F:28])[CH2:26][NH2:27].C(N(CC)CC)C.C1COCC1. (3) Given the product [Cl:8][C:9]1[CH:10]=[C:11]([O:12][C:13]2[C:22]3[C:17](=[CH:18][C:19]([O:25][CH2:26][CH:27]4[CH2:28][CH2:29][NH:30][CH2:31][CH2:32]4)=[C:20]([C:23]#[N:24])[CH:21]=3)[N:16]=[CH:15][CH:14]=2)[CH:40]=[CH:41][C:42]=1[NH:43][C:44]([NH:46][CH:47]1[CH2:49][CH2:48]1)=[O:45], predict the reactants needed to synthesize it. The reactants are: FC(F)(F)C(O)=O.[Cl:8][C:9]1[CH:10]=[C:11]([CH:40]=[CH:41][C:42]=1[NH:43][C:44]([NH:46][CH:47]1[CH2:49][CH2:48]1)=[O:45])[O:12][C:13]1[C:22]2[C:17](=[CH:18][C:19]([O:25][CH2:26][CH:27]3[CH2:32][CH2:31][N:30](C(OC(C)(C)C)=O)[CH2:29][CH2:28]3)=[C:20]([C:23]#[N:24])[CH:21]=2)[N:16]=[CH:15][CH:14]=1.C(=O)(O)[O-].[Na+].C(OCC)(=O)C. (4) Given the product [Cl:1][C:2]1[N:7]=[C:6]([C:12]2[C:13]3[C:18](=[CH:17][CH:16]=[CH:15][CH:14]=3)[NH:10][CH:11]=2)[C:5]([Cl:9])=[CH:4][N:3]=1, predict the reactants needed to synthesize it. The reactants are: [Cl:1][C:2]1[N:7]=[C:6](Cl)[C:5]([Cl:9])=[CH:4][N:3]=1.[NH:10]1[C:18]2[C:13](=[CH:14][CH:15]=[CH:16][CH:17]=2)[CH:12]=[CH:11]1. (5) Given the product [OH:2][C:3]1[CH:4]=[C:5]2[C:9](=[CH:10][CH:11]=1)[C@H:8]([C@H:12]([CH2:17][CH3:18])[C:13]([O:15][CH3:16])=[O:14])[CH2:7][CH2:6]2, predict the reactants needed to synthesize it. The reactants are: C[O:2][C:3]1[CH:4]=[C:5]2[C:9](=[CH:10][CH:11]=1)[C@H:8]([C@H:12]([CH2:17][CH3:18])[C:13]([O:15][CH3:16])=[O:14])[CH2:7][CH2:6]2.[Al+3].[Cl-].[Cl-].[Cl-].CCS. (6) The reactants are: [CH:1]([C@H:14]1[CH2:19][C@@H:18]([NH2:20])[CH2:17][CH2:16][O:15]1)([C:8]1[CH:13]=[CH:12][CH:11]=[CH:10][CH:9]=1)[C:2]1[CH:7]=[CH:6][CH:5]=[CH:4][CH:3]=1.[F:21][C:22]1[CH:29]=[CH:28][C:25]([CH:26]=O)=[CH:24][CH:23]=1.C(O)(=O)C.[BH3-]C#N.[Na+].C([O-])(O)=O.[Na+]. Given the product [CH:1]([C@H:14]1[CH2:19][C@@H:18]([NH:20][CH2:26][C:25]2[CH:28]=[CH:29][C:22]([F:21])=[CH:23][CH:24]=2)[CH2:17][CH2:16][O:15]1)([C:8]1[CH:13]=[CH:12][CH:11]=[CH:10][CH:9]=1)[C:2]1[CH:3]=[CH:4][CH:5]=[CH:6][CH:7]=1, predict the reactants needed to synthesize it. (7) The reactants are: [OH:1][C:2]1[CH:10]=[CH:9][CH:8]=[C:7]2[C:3]=1[CH:4]=[CH:5][N:6]2[CH3:11].[Br:12][C:13]1[CH:14]=[C:15]([CH:18]=[CH:19][CH:20]=1)[CH:16]=O.[C:21](#[N:25])[CH2:22][C:23]#[N:24]. Given the product [NH2:25][C:21]1[O:1][C:2]2[C:10]([CH:16]([C:15]3[CH:18]=[CH:19][CH:20]=[C:13]([Br:12])[CH:14]=3)[C:22]=1[C:23]#[N:24])=[CH:9][CH:8]=[C:7]1[N:6]([CH3:11])[CH:5]=[CH:4][C:3]=21, predict the reactants needed to synthesize it. (8) The reactants are: C(OC([NH:8][C:9]1[CH:14]=[CH:13][CH:12]=[CH:11][C:10]=1[NH:15][C:16](=[O:28])[C:17]1[CH:22]=[CH:21][C:20]([C:23]2[CH:27]=[CH:26][O:25][CH:24]=2)=[N:19][CH:18]=1)=O)(C)(C)C.Cl. Given the product [NH2:8][C:9]1[CH:14]=[CH:13][CH:12]=[CH:11][C:10]=1[NH:15][C:16](=[O:28])[C:17]1[CH:22]=[CH:21][C:20]([C:23]2[CH:27]=[CH:26][O:25][CH:24]=2)=[N:19][CH:18]=1, predict the reactants needed to synthesize it.